This data is from Catalyst prediction with 721,799 reactions and 888 catalyst types from USPTO. The task is: Predict which catalyst facilitates the given reaction. Reactant: [CH3:1][C:2]1[CH:7]=[CH:6][C:5]([NH:8][C:9]([C:11]2[S:12][CH:13]=[CH:14][CH:15]=2)=[O:10])=[CH:4][C:3]=1[C:16]1[CH:21]=[CH:20][C:19]([C:22](O)=[O:23])=[CH:18][CH:17]=1.[O:25]=[S:26]1(=[O:40])[CH2:31][CH2:30][N:29]([CH2:32][C:33]2[CH:38]=[CH:37][C:36]([NH2:39])=[CH:35][CH:34]=2)[CH2:28][CH2:27]1.CCN=C=NCCCN(C)C.C1C=CC2N(O)N=NC=2C=1.CN1CCOCC1. The catalyst class is: 18. Product: [O:40]=[S:26]1(=[O:25])[CH2:27][CH2:28][N:29]([CH2:32][C:33]2[CH:38]=[CH:37][C:36]([NH:39][C:22]([C:19]3[CH:18]=[CH:17][C:16]([C:3]4[C:2]([CH3:1])=[CH:7][CH:6]=[C:5]([NH:8][C:9]([C:11]5[S:12][CH:13]=[CH:14][CH:15]=5)=[O:10])[CH:4]=4)=[CH:21][CH:20]=3)=[O:23])=[CH:35][CH:34]=2)[CH2:30][CH2:31]1.